From a dataset of Catalyst prediction with 721,799 reactions and 888 catalyst types from USPTO. Predict which catalyst facilitates the given reaction. (1) Reactant: [OH:1][CH2:2][CH2:3][N:4]1[C:8](=[O:9])[N:7]([C:10]2[S:11][C:12]([C:16]([NH:18][CH2:19][C:20]3[CH:21]=[N:22][CH:23]=[CH:24][CH:25]=3)=[O:17])=[C:13]([CH3:15])[N:14]=2)[CH:6]=[N:5]1.C(N(CC)CC)C.[CH3:33][S:34](Cl)(=[O:36])=[O:35]. Product: [CH3:33][S:34]([O:1][CH2:2][CH2:3][N:4]1[C:8](=[O:9])[N:7]([C:10]2[S:11][C:12]([C:16](=[O:17])[NH:18][CH2:19][C:20]3[CH:21]=[N:22][CH:23]=[CH:24][CH:25]=3)=[C:13]([CH3:15])[N:14]=2)[CH:6]=[N:5]1)(=[O:36])=[O:35]. The catalyst class is: 54. (2) Reactant: [N:1]1([CH:6]([CH2:17][CH2:18][CH2:19][CH2:20][CH2:21][CH2:22][CH2:23][CH3:24])[CH2:7][CH2:8][CH2:9][CH2:10][CH2:11][CH2:12][CH2:13][CH2:14][CH2:15][OH:16])[CH:5]=[CH:4][N:3]=[CH:2]1.CC(C)=[O:27].OS(O)(=O)=O.O=[Cr](=O)=O. Product: [N:1]1([CH:6]([CH2:17][CH2:18][CH2:19][CH2:20][CH2:21][CH2:22][CH2:23][CH3:24])[CH2:7][CH2:8][CH2:9][CH2:10][CH2:11][CH2:12][CH2:13][CH2:14][C:15]([OH:27])=[O:16])[CH:5]=[CH:4][N:3]=[CH:2]1. The catalyst class is: 95.